This data is from Catalyst prediction with 721,799 reactions and 888 catalyst types from USPTO. The task is: Predict which catalyst facilitates the given reaction. (1) Reactant: [Cl:1][C:2]1[CH:3]=[C:4]([CH2:9][C:10]([NH2:12])=[S:11])[CH:5]=[CH:6][C:7]=1[Cl:8].Br[CH2:14][C:15]([C:17]1[CH:22]=[CH:21][C:20]([N:23]2[CH:27]=[C:26]([CH3:28])[N:25]=[CH:24]2)=[CH:19][CH:18]=1)=O.C(#N)C.O.[C:33]([OH:39])([C:35]([F:38])([F:37])[F:36])=[O:34]. Product: [Cl:1][C:2]1[CH:3]=[C:4]([CH:5]=[CH:6][C:7]=1[Cl:8])[CH2:9][C:10]1[S:11][CH:14]=[C:15]([C:17]2[CH:18]=[CH:19][C:20]([N:23]3[CH:27]=[C:26]([CH3:28])[N:25]=[CH:24]3)=[CH:21][CH:22]=2)[N:12]=1.[C:33]([OH:39])([C:35]([F:38])([F:37])[F:36])=[O:34]. The catalyst class is: 3. (2) Reactant: [OH:1][CH2:2][CH:3]1[CH2:8][CH2:7][CH2:6][CH:5]([NH:9][C:10](=[O:16])[O:11][C:12]([CH3:15])([CH3:14])[CH3:13])[CH2:4]1.C(N(CC)CC)C.C1C=CN=CC=1.O=S(=O)=O. Product: [CH:2]([CH:3]1[CH2:8][CH2:7][CH2:6][CH:5]([NH:9][C:10](=[O:16])[O:11][C:12]([CH3:14])([CH3:13])[CH3:15])[CH2:4]1)=[O:1]. The catalyst class is: 16.